Dataset: Forward reaction prediction with 1.9M reactions from USPTO patents (1976-2016). Task: Predict the product of the given reaction. Given the reactants [OH:1][C:2]1[CH:7]=[C:6]([S:8][C:9]2[CH:14]=[CH:13][C:12]([NH:15][C:16](=[O:26])[C:17]3[CH:22]=[CH:21][C:20]([N+:23]([O-])=O)=[CH:19][CH:18]=3)=[CH:11][CH:10]=2)[CH:5]=[CH:4][N:3]=1.CCO.[ClH:30], predict the reaction product. The product is: [ClH:30].[NH2:23][C:20]1[CH:21]=[CH:22][C:17]([C:16]([NH:15][C:12]2[CH:11]=[CH:10][C:9]([S:8][C:6]3[CH:5]=[CH:4][N:3]=[C:2]([OH:1])[CH:7]=3)=[CH:14][CH:13]=2)=[O:26])=[CH:18][CH:19]=1.